This data is from Full USPTO retrosynthesis dataset with 1.9M reactions from patents (1976-2016). The task is: Predict the reactants needed to synthesize the given product. (1) Given the product [CH2:26]([NH:30][C:31]([NH:1][C:2]1[CH:7]=[CH:6][C:5]([NH:8]/[C:9](=[C:16]2\[C:17](=[O:25])[NH:18][C:19]3[C:24]\2=[CH:23][CH:22]=[CH:21][CH:20]=3)/[C:10]2[CH:15]=[CH:14][CH:13]=[CH:12][CH:11]=2)=[CH:4][CH:3]=1)=[O:32])[CH2:27][CH2:28][CH3:29], predict the reactants needed to synthesize it. The reactants are: [NH2:1][C:2]1[CH:7]=[CH:6][C:5]([NH:8]/[C:9](=[C:16]2\[C:17](=[O:25])[NH:18][C:19]3[C:24]\2=[CH:23][CH:22]=[CH:21][CH:20]=3)/[C:10]2[CH:15]=[CH:14][CH:13]=[CH:12][CH:11]=2)=[CH:4][CH:3]=1.[CH2:26]([N:30]=[C:31]=[O:32])[CH2:27][CH2:28][CH3:29]. (2) Given the product [NH3:10].[Cl:30][C:24]1[C:23]([CH2:22][NH:10][CH2:11][CH:12]([C:14]2[CH:19]=[C:18]([CH3:20])[CH:17]=[CH:16][N:15]=2)[OH:13])=[CH:28][CH:27]=[C:26]([Cl:29])[N:25]=1, predict the reactants needed to synthesize it. The reactants are: C(=O)([O-])[O-].[K+].[K+].C(Cl)Cl.[NH2:10][CH2:11][CH:12]([C:14]1[CH:19]=[C:18]([CH3:20])[CH:17]=[CH:16][N:15]=1)[OH:13].Br[CH2:22][C:23]1[C:24]([Cl:30])=[N:25][C:26]([Cl:29])=[CH:27][CH:28]=1. (3) Given the product [Cl:1][C:2]1[CH:3]=[C:4]([N:8]([CH2:9][C:10]2[C:19]3[C:14](=[C:15]([F:21])[C:16]([F:20])=[CH:17][CH:18]=3)[NH:13][C:12](=[O:22])[CH:11]=2)[C:29](=[O:30])[C:28]2[CH:32]=[C:24]([CH3:23])[CH:25]=[N:26][CH:27]=2)[CH:5]=[CH:6][CH:7]=1, predict the reactants needed to synthesize it. The reactants are: [Cl:1][C:2]1[CH:3]=[C:4]([NH:8][CH2:9][C:10]2[C:19]3[C:14](=[C:15]([F:21])[C:16]([F:20])=[CH:17][CH:18]=3)[NH:13][C:12](=[O:22])[CH:11]=2)[CH:5]=[CH:6][CH:7]=1.[CH3:23][C:24]1[CH:25]=[N:26][CH:27]=[C:28]([CH:32]=1)[C:29](O)=[O:30]. (4) Given the product [Br:1][C:2]1[CH:7]=[C:6]([O:8][CH3:9])[C:5]([O:10][CH3:11])=[CH:4][C:3]=1[CH2:12][C:13]([N:29]1[CH2:33][CH2:32][C:31]([C:34]2[CH:35]=[CH:36][C:37]([NH:40][C:41]([NH:43][CH3:44])=[O:42])=[CH:38][CH:39]=2)=[N:30]1)=[O:15], predict the reactants needed to synthesize it. The reactants are: [Br:1][C:2]1[CH:7]=[C:6]([O:8][CH3:9])[C:5]([O:10][CH3:11])=[CH:4][C:3]=1[CH2:12][C:13]([OH:15])=O.C(Cl)(=O)C(Cl)=O.FC(F)(F)C(O)=O.[NH:29]1[CH2:33][CH2:32][C:31]([C:34]2[CH:39]=[CH:38][C:37]([NH:40][C:41]([NH:43][CH3:44])=[O:42])=[CH:36][CH:35]=2)=[N:30]1. (5) Given the product [CH3:13][C:7]1[CH:8]=[CH:9][CH:10]=[C:11]([CH3:12])[C:6]=1[NH:5][C:3](=[O:4])[CH2:2][N:19]1[CH2:18][CH2:17][NH:16][CH:15]([CH3:14])[CH2:20]1, predict the reactants needed to synthesize it. The reactants are: Cl[CH2:2][C:3]([NH:5][C:6]1[C:11]([CH3:12])=[CH:10][CH:9]=[CH:8][C:7]=1[CH3:13])=[O:4].[CH3:14][CH:15]1[CH2:20][NH:19][CH2:18][CH2:17][NH:16]1.